This data is from Forward reaction prediction with 1.9M reactions from USPTO patents (1976-2016). The task is: Predict the product of the given reaction. Given the reactants [O:1]1[CH2:3][C@H:2]1[CH2:4][N:5]1[C:13](=[O:14])[C:12]2[C:7](=[CH:8][CH:9]=[CH:10][CH:11]=2)[C:6]1=[O:15].[FH:16].[F-].[K+], predict the reaction product. The product is: [F:16][CH2:3][C@H:2]([OH:1])[CH2:4][N:5]1[C:13](=[O:14])[C:12]2[C:7](=[CH:8][CH:9]=[CH:10][CH:11]=2)[C:6]1=[O:15].